This data is from Full USPTO retrosynthesis dataset with 1.9M reactions from patents (1976-2016). The task is: Predict the reactants needed to synthesize the given product. (1) Given the product [N+:9]([C:12]1[CH:13]=[CH:14][C:15]([CH2:16][O:17][C:18]([N:20]2[CH2:25][CH2:24][N:23]([N:1]=[O:2])[CH:22]([C:26]([OH:28])=[O:27])[CH2:21]2)=[O:19])=[CH:29][CH:30]=1)([O-:11])=[O:10], predict the reactants needed to synthesize it. The reactants are: [N:1]([O-])=[O:2].[Na+].C(O)(=O)C.[N+:9]([C:12]1[CH:30]=[CH:29][C:15]([CH2:16][O:17][C:18]([N:20]2[CH2:25][CH2:24][NH:23][CH:22]([C:26]([OH:28])=[O:27])[CH2:21]2)=[O:19])=[CH:14][CH:13]=1)([O-:11])=[O:10]. (2) Given the product [CH3:39][O:38][C:34]1[CH:33]=[C:32]([CH:30]2[CH2:31][N:27]([N:26]=[C:7]([C:2]3[CH:3]=[CH:4][CH:5]=[CH:6][N:1]=3)[CH2:8][C:9]3[C:18]4[C:13](=[CH:14][CH:15]=[CH:16][CH:17]=4)[N:12]=[CH:11][CH:10]=3)[C:28](=[O:40])[CH2:29]2)[CH:37]=[CH:36][CH:35]=1, predict the reactants needed to synthesize it. The reactants are: [N:1]1[CH:6]=[CH:5][CH:4]=[CH:3][C:2]=1[C:7](=O)[CH2:8][C:9]1[C:18]2[C:13](=[CH:14][CH:15]=[CH:16][CH:17]=2)[N:12]=[CH:11][CH:10]=1.N1C=CC=CC=1.[NH2:26][N:27]1[CH2:31][CH:30]([C:32]2[CH:37]=[CH:36][CH:35]=[C:34]([O:38][CH3:39])[CH:33]=2)[CH2:29][C:28]1=[O:40]. (3) The reactants are: I[C:2]1[C:10]2[C:5](=[N:6][CH:7]=[N:8][C:9]=2[NH2:11])[N:4]([C@H:12]2[CH2:17][CH2:16][C@H:15]([N:18]3[CH2:23][CH2:22][N:21]([CH3:24])[CH2:20][CH2:19]3)[CH2:14][CH2:13]2)[N:3]=1.[F:25][C:26]1[CH:31]=[C:30](B2OC(C)(C)C(C)(C)O2)[CH:29]=[CH:28][C:27]=1[NH:41][C:42]1[S:43][C:44]2[CH:50]=[CH:49][CH:48]=[CH:47][C:45]=2[N:46]=1. Given the product [NH2:11][C:9]1[N:8]=[CH:7][N:6]=[C:5]2[N:4]([C@H:12]3[CH2:17][CH2:16][C@H:15]([N:18]4[CH2:23][CH2:22][N:21]([CH3:24])[CH2:20][CH2:19]4)[CH2:14][CH2:13]3)[N:3]=[C:2]([C:30]3[CH:29]=[CH:28][C:27]([NH:41][C:42]4[S:43][C:44]5[CH:50]=[CH:49][CH:48]=[CH:47][C:45]=5[N:46]=4)=[C:26]([F:25])[CH:31]=3)[C:10]=12, predict the reactants needed to synthesize it. (4) The reactants are: [CH3:1][O:2][CH2:3][CH2:4][O:5][CH2:6][C:7]([CH3:13])([CH3:12])[C:8]([O:10]C)=[O:9].[OH-].[K+]. Given the product [CH3:1][O:2][CH2:3][CH2:4][O:5][CH2:6][C:7]([CH3:13])([CH3:12])[C:8]([OH:10])=[O:9], predict the reactants needed to synthesize it. (5) Given the product [Cl:1][C:2]1[C:7]([Cl:8])=[CH:6][C:5]2[NH:9][C:15](=[O:16])[NH:10][C:4]=2[CH:3]=1, predict the reactants needed to synthesize it. The reactants are: [Cl:1][C:2]1[CH:3]=[C:4]([NH2:10])[C:5]([NH2:9])=[CH:6][C:7]=1[Cl:8].O.CN([CH:15]=[O:16])C. (6) The reactants are: [C:1]([C:4]1[C:9]2[NH:10][C:11]3[C:16]([C:8]=2[C:7]([C:28]2[CH:33]=[CH:32][CH:31]=[CH:30][C:29]=2[F:34])=[CH:6][N:5]=1)=[CH:15][CH:14]=[C:13]([NH:17]C(=O)OCC1C=CC=CC=1)[CH:12]=3)(=[O:3])[NH2:2]. Given the product [NH2:17][C:13]1[CH:12]=[C:11]2[C:16]([C:8]3[C:7]([C:28]4[CH:33]=[CH:32][CH:31]=[CH:30][C:29]=4[F:34])=[CH:6][N:5]=[C:4]([C:1]([NH2:2])=[O:3])[C:9]=3[NH:10]2)=[CH:15][CH:14]=1, predict the reactants needed to synthesize it.